Task: Predict which catalyst facilitates the given reaction.. Dataset: Catalyst prediction with 721,799 reactions and 888 catalyst types from USPTO (1) Reactant: [H-].[Na+].[Cl:3][C:4]1[N:5]=[C:6]2[C:11](=[CH:12][CH:13]=1)[N:10]=[CH:9][C:8]([C:14]([NH:16][CH2:17][C:18]1[CH:23]=[CH:22][C:21]([O:24][CH3:25])=[CH:20][CH:19]=1)=[O:15])=[C:7]2[NH:26][C:27]1[CH:32]=[CH:31][C:30]([C:33]([C:36]#[N:37])([CH3:35])[CH3:34])=[CH:29][CH:28]=1.Cl[C:39](OCC)=[O:40].O. Product: [Cl:3][C:4]1[CH:13]=[CH:12][C:11]2[N:10]=[CH:9][C:8]3[C:14](=[O:15])[N:16]([CH2:17][C:18]4[CH:19]=[CH:20][C:21]([O:24][CH3:25])=[CH:22][CH:23]=4)[C:39](=[O:40])[N:26]([C:27]4[CH:28]=[CH:29][C:30]([C:33]([CH3:34])([CH3:35])[C:36]#[N:37])=[CH:31][CH:32]=4)[C:7]=3[C:6]=2[N:5]=1. The catalyst class is: 3. (2) Reactant: [N:1]1[C:10]2[C:5](=[CH:6][CH:7]=[CH:8][CH:9]=2)[C:4]([CH2:11][NH2:12])=[CH:3][CH:2]=1.C(NC(C)C)(C)C.[C:20]1([CH2:26][C:27]2[CH:32]=[CH:31][C:30]([S:33](Cl)(=[O:35])=[O:34])=[CH:29][CH:28]=2)[CH:25]=[CH:24][CH:23]=[CH:22][CH:21]=1.CCCCCC.C(OCC)(=O)C. Product: [C:20]1([CH2:26][C:27]2[CH:32]=[CH:31][C:30]([S:33]([NH:12][CH2:11][C:4]3[C:5]4[C:10](=[CH:9][CH:8]=[CH:7][CH:6]=4)[N:1]=[CH:2][CH:3]=3)(=[O:35])=[O:34])=[CH:29][CH:28]=2)[CH:25]=[CH:24][CH:23]=[CH:22][CH:21]=1. The catalyst class is: 54. (3) Reactant: [C:1]1([P:7](C2C=CC=CC=2)C2C=CC=CC=2)C=CC=CC=1.C([O:22][C:23](=[O:27])[CH:24](Br)C)C.C1C=C[C:31]2[C:37]([C:45]3[CH:46]=[CH:47][C:48](O)=[CH:49][CH:50]=3)([C:38]3[CH:39]=[CH:40][C:41](O)=[CH:42][CH:43]=3)OC(=O)C=2C=1.[CH:52]1[CH:57]=[CH:56][CH:55]=[CH:54][CH:53]=1. Product: [C:52]1([C:37]([C:38]2[CH:43]=[CH:42][CH:41]=[CH:40][CH:39]=2)([C:45]2[CH:50]=[CH:49][CH:48]=[CH:47][CH:46]=2)[CH2:31][O:22][C:23]([CH:24]=[PH2:7][CH3:1])=[O:27])[CH:57]=[CH:56][CH:55]=[CH:54][CH:53]=1. The catalyst class is: 74. (4) Reactant: Cl[CH2:2]/[CH:3]=[CH:4]/[B:5]1[O:9][C:8]([CH3:11])([CH3:10])[C:7]([CH3:13])([CH3:12])[O:6]1.C(=O)([O-])[O-].[K+].[K+].[CH2:20](CN)[C:21]1[CH:26]=[CH:25][CH:24]=[CH:23][CH:22]=1.[C:29](#[N:31])C. Product: [CH2:20]([N:31]([CH3:29])[CH2:2]/[CH:3]=[CH:4]/[B:5]1[O:9][C:8]([CH3:11])([CH3:10])[C:7]([CH3:13])([CH3:12])[O:6]1)[C:21]1[CH:22]=[CH:23][CH:24]=[CH:25][CH:26]=1. The catalyst class is: 13.